From a dataset of Peptide-MHC class I binding affinity with 185,985 pairs from IEDB/IMGT. Regression. Given a peptide amino acid sequence and an MHC pseudo amino acid sequence, predict their binding affinity value. This is MHC class I binding data. The peptide sequence is RRKSSGGKGGSY. The MHC is HLA-B27:05 with pseudo-sequence HLA-B27:05. The binding affinity (normalized) is 0.297.